From a dataset of Reaction yield outcomes from USPTO patents with 853,638 reactions. Predict the reaction yield, written as a fraction of the theoretical maximum amount of product (1.0 means a 100% yield; for example, 0.34 means a 34% yield). (1) The reactants are [NH2:1][C:2]1[CH:43]=[CH:42][C:5]([C:6]([NH:8][CH:9]2[CH2:14][CH:13]([F:15])[CH2:12][CH:11]([NH:16][C:17]3[N:22]=[C:21]([C:23]4[C:31]5[C:26](=[CH:27][CH:28]=[CH:29][CH:30]=5)[N:25](S(C5C=CC=CC=5)(=O)=O)[CH:24]=4)[C:20]([Cl:41])=[CH:19][N:18]=3)[CH2:10]2)=[O:7])=[CH:4][CH:3]=1.C(O)(C(F)(F)F)=O.[OH-].[Na+].O. The catalyst is O1CCOCC1. The product is [NH2:1][C:2]1[CH:3]=[CH:4][C:5]([C:6]([NH:8][CH:9]2[CH2:14][CH:13]([F:15])[CH2:12][CH:11]([NH:16][C:17]3[N:22]=[C:21]([C:23]4[C:31]5[C:26](=[CH:27][CH:28]=[CH:29][CH:30]=5)[NH:25][CH:24]=4)[C:20]([Cl:41])=[CH:19][N:18]=3)[CH2:10]2)=[O:7])=[CH:42][CH:43]=1. The yield is 0.580. (2) The reactants are [CH3:1][O:2][C:3]([C:5]1[CH:6]=[C:7]2[CH:13]=[C:12]([CH:14]([OH:19])[CH2:15][CH:16]([CH3:18])[CH3:17])[N:11]([S:20]([C:23]3[CH:28]=[CH:27][CH:26]=[CH:25][CH:24]=3)(=[O:22])=[O:21])[C:8]2=[N:9][CH:10]=1)=[O:4].CC(OI1(OC(C)=O)(OC(C)=O)OC(=O)C2C=CC=CC1=2)=O.ClCCl. No catalyst specified. The product is [CH3:1][O:2][C:3]([C:5]1[CH:6]=[C:7]2[CH:13]=[C:12]([C:14](=[O:19])[CH2:15][CH:16]([CH3:18])[CH3:17])[N:11]([S:20]([C:23]3[CH:24]=[CH:25][CH:26]=[CH:27][CH:28]=3)(=[O:21])=[O:22])[C:8]2=[N:9][CH:10]=1)=[O:4]. The yield is 0.660.